The task is: Predict the reactants needed to synthesize the given product.. This data is from Full USPTO retrosynthesis dataset with 1.9M reactions from patents (1976-2016). (1) Given the product [Cl:1][C:2]1[CH:7]=[CH:6][CH:5]=[C:4]([Cl:8])[C:3]=1[NH:9][C:10]1[S:11][C:12]2[N:13]=[C:14]([C:48]3[CH:53]=[CH:52][CH:51]=[CH:50][CH:49]=3)[N:15]=[C:16]([NH:19][C:20]3[CH:21]=[CH:22][C:23]([C:26]([F:27])([F:28])[F:29])=[CH:24][CH:25]=3)[C:17]=2[N:18]=1, predict the reactants needed to synthesize it. The reactants are: [Cl:1][C:2]1[CH:7]=[CH:6][CH:5]=[C:4]([Cl:8])[C:3]=1[NH:9][C:10]1[S:11][C:12]2[N:13]=[C:14](SC)[N:15]=[C:16]([NH:19][C:20]3[CH:25]=[CH:24][C:23]([C:26]([F:29])([F:28])[F:27])=[CH:22][CH:21]=3)[C:17]=2[N:18]=1.O1C=CC=C1P(C1OC=CC=1)C1OC=CC=1.[C:48]1(B(O)O)[CH:53]=[CH:52][CH:51]=[CH:50][CH:49]=1. (2) Given the product [Br:17][C:18]1[CH:24]=[CH:23][C:21]([NH:22][C:2]2[N:7]=[C:6]([Cl:8])[N:5]=[C:4]([C:9]3[CH:14]=[C:13]([Cl:15])[CH:12]=[CH:11][C:10]=3[CH3:16])[N:3]=2)=[CH:20][CH:19]=1, predict the reactants needed to synthesize it. The reactants are: Cl[C:2]1[N:7]=[C:6]([Cl:8])[N:5]=[C:4]([C:9]2[CH:14]=[C:13]([Cl:15])[CH:12]=[CH:11][C:10]=2[CH3:16])[N:3]=1.[Br:17][C:18]1[CH:24]=[CH:23][C:21]([NH2:22])=[CH:20][CH:19]=1.O1CCCC1.C(N(C(C)C)CC)(C)C. (3) Given the product [CH:8]1([C:6]2[N:7]=[C:2]([N:28]3[CH:22]4[CH2:21][CH2:20][CH:27]3[CH2:26][C:24](=[O:25])[CH2:23]4)[C:3]3[C:13]([C:14]4[CH:19]=[CH:18][CH:17]=[CH:16][CH:15]=4)=[CH:12][S:11][C:4]=3[N:5]=2)[CH2:10][CH2:9]1, predict the reactants needed to synthesize it. The reactants are: Cl[C:2]1[C:3]2[C:13]([C:14]3[CH:19]=[CH:18][CH:17]=[CH:16][CH:15]=3)=[CH:12][S:11][C:4]=2[N:5]=[C:6]([CH:8]2[CH2:10][CH2:9]2)[N:7]=1.[CH2:20]1[CH:27]2[NH:28][CH:22]([CH2:23][C:24]([CH2:26]2)=[O:25])[CH2:21]1.Cl.C(N(CC)CC)C. (4) Given the product [CH3:33][C:34]1[CH:35]=[C:36]([CH3:37])[N:1]([C:2]2[CH:7]=[CH:6][C:5]([C:8]3[C:14]4[CH:15]=[C:16]([O:19][CH3:20])[CH:17]=[CH:18][C:13]=4[CH2:12][C@H:11]([CH3:21])[N:10]([C:22]([NH:24][CH3:25])=[O:23])[N:9]=3)=[CH:4][CH:3]=2)[N:26]=1, predict the reactants needed to synthesize it. The reactants are: [NH2:1][C:2]1[CH:7]=[CH:6][C:5]([C:8]2[C:14]3[CH:15]=[C:16]([O:19][CH3:20])[CH:17]=[CH:18][C:13]=3[CH2:12][C@H:11]([CH3:21])[N:10]([C:22]([NH:24][CH3:25])=[O:23])[N:9]=2)=[CH:4][CH:3]=1.[N:26]([O-])=O.[Na+].[Sn](Cl)Cl.[CH3:33][C:34](=O)[CH2:35][C:36](=O)[CH3:37].[OH-].[Na+]. (5) The reactants are: [CH:1]1([CH2:4][N:5]([C@@H:13]2[CH2:15][C@H:14]2[C:16]2[CH:21]=[CH:20][CH:19]=[C:18]([C:22](=[O:36])[NH:23][C:24]3[CH:29]=[CH:28][C:27]([C:30]4[N:35]=[CH:34][CH:33]=[CH:32][N:31]=4)=[CH:26][CH:25]=3)[CH:17]=2)C(=O)OC(C)(C)C)[CH2:3][CH2:2]1.[ClH:37].C(OCC)(=O)C. Given the product [ClH:37].[ClH:37].[CH:1]1([CH2:4][NH:5][C@@H:13]2[CH2:15][C@H:14]2[C:16]2[CH:17]=[C:18]([CH:19]=[CH:20][CH:21]=2)[C:22]([NH:23][C:24]2[CH:29]=[CH:28][C:27]([C:30]3[N:31]=[CH:32][CH:33]=[CH:34][N:35]=3)=[CH:26][CH:25]=2)=[O:36])[CH2:3][CH2:2]1, predict the reactants needed to synthesize it. (6) Given the product [O:44]1[CH:38]=[CH:39][C:41]([C:6]2[C:14]3[C:13]([S:15][CH3:16])=[N:12][CH:11]=[N:10][C:9]=3[N:8]([C@@H:17]3[O:23][C@H:22]([CH2:24][OH:25])[C@@H:20]([OH:21])[C@H:18]3[OH:19])[CH:7]=2)=[CH:43]1, predict the reactants needed to synthesize it. The reactants are: O1C=CC=C1[C:6]1[C:14]2[C:13]([S:15][CH3:16])=[N:12][CH:11]=[N:10][C:9]=2[N:8]([C@@H:17]2[O:23][C@H:22]([CH2:24][OH:25])[C@@H:20]([OH:21])[C@H:18]2[OH:19])[CH:7]=1.IC1C2C(SC)=NC=NC=2N([C@@H:38]2[O:44][C@H:43](CO)[C@@H:41](O)[C@H:39]2O)C=1.O1C=CC(B(O)O)=C1. (7) Given the product [N:19]1([C:16]2[N:17]=[CH:18][C:13]([C:10]3[N:9]4[CH:32]=[C:33]([CH2:35][O:36][C:37]5[CH:46]=[CH:45][C:44]6[C:39](=[CH:40][CH:41]=[CH:42][CH:43]=6)[N:38]=5)[N:34]=[C:8]4[C:7]([N:4]4[CH2:3][CH2:2][O:1][CH2:6][CH2:5]4)=[N:12][CH:11]=3)=[CH:14][CH:15]=2)[CH2:24][CH2:23][NH:22][CH2:21][CH2:20]1, predict the reactants needed to synthesize it. The reactants are: [O:1]1[CH2:6][CH2:5][N:4]([C:7]2[C:8]3[N:9]([CH:32]=[C:33]([CH2:35][O:36][C:37]4[CH:46]=[CH:45][C:44]5[C:39](=[CH:40][CH:41]=[CH:42][CH:43]=5)[N:38]=4)[N:34]=3)[C:10]([C:13]3[CH:14]=[CH:15][C:16]([N:19]4[CH2:24][CH2:23][N:22](C(OC(C)(C)C)=O)[CH2:21][CH2:20]4)=[N:17][CH:18]=3)=[CH:11][N:12]=2)[CH2:3][CH2:2]1.C(O)(C(F)(F)F)=O. (8) Given the product [CH3:25][C:13]1[C:14]([CH2:17][C:18]2[CH:23]=[CH:22][CH:21]=[C:20]([CH3:24])[CH:19]=2)=[C:15]([CH3:16])[N:10]2[N:9]=[CH:8][C:7]([C:5]([NH:4][CH2:3][CH2:2][NH:1][C:32]([C:27]3[CH:28]=[N:29][CH:30]=[CH:31][N:26]=3)=[O:33])=[O:6])=[C:11]2[N:12]=1, predict the reactants needed to synthesize it. The reactants are: [NH2:1][CH2:2][CH2:3][NH:4][C:5]([C:7]1[CH:8]=[N:9][N:10]2[C:15]([CH3:16])=[C:14]([CH2:17][C:18]3[CH:23]=[CH:22][CH:21]=[C:20]([CH3:24])[CH:19]=3)[C:13]([CH3:25])=[N:12][C:11]=12)=[O:6].[N:26]1[CH:31]=[CH:30][N:29]=[CH:28][C:27]=1[C:32](O)=[O:33].CN(C(ON1N=NC2C=CC=CC1=2)=[N+](C)C)C.[B-](F)(F)(F)F.